From a dataset of Reaction yield outcomes from USPTO patents with 853,638 reactions. Predict the reaction yield, written as a fraction of the theoretical maximum amount of product (1.0 means a 100% yield; for example, 0.34 means a 34% yield). (1) The product is [C:1]([S:4][CH2:5][CH2:6][CH2:7][CH2:8][CH2:9][C:10]([O:12][CH2:19][C:20]1[CH:25]=[CH:24][CH:23]=[CH:22][CH:21]=1)=[O:11])(=[O:3])[CH3:2]. The yield is 0.500. The reactants are [C:1]([S:4][CH2:5][CH2:6][CH2:7][CH2:8][CH2:9][C:10]([OH:12])=[O:11])(=[O:3])[CH3:2].C([O-])([O-])=O.[K+].[K+].[CH2:19](Br)[C:20]1[CH:25]=[CH:24][CH:23]=[CH:22][CH:21]=1.C(OCC)(=O)C. The catalyst is CC#N.O. (2) The reactants are [CH2:1]([N:8]([CH2:18][C:19]1[CH:24]=[CH:23][CH:22]=[CH:21][CH:20]=1)[C:9]1[CH:14]=[C:13]([CH3:15])[C:12](I)=[CH:11][C:10]=1[CH3:17])[C:2]1[CH:7]=[CH:6][CH:5]=[CH:4][CH:3]=1.C([Li])CCC.CN(C)[CH:32]=[O:33].[ClH:35]. The catalyst is C1(C)C=CC=CC=1. The product is [ClH:35].[CH2:1]([N:8]([CH2:18][C:19]1[CH:24]=[CH:23][CH:22]=[CH:21][CH:20]=1)[C:9]1[C:10]([CH3:17])=[CH:11][C:12]([CH:32]=[O:33])=[C:13]([CH3:15])[CH:14]=1)[C:2]1[CH:7]=[CH:6][CH:5]=[CH:4][CH:3]=1. The yield is 0.900. (3) The reactants are NC1C=C[C:5]([NH:8][C:9]2[S:10][CH:11]=[C:12]([C:14]3[S:18][C:17]([NH:19][C:20]([NH2:22])=[NH:21])=[N:16][C:15]=3[CH3:23])[N:13]=2)=[CH:4][CH:3]=1.C(NC(N)=S)C=C. No catalyst specified. The product is [CH2:5]([NH:8][C:9]1[S:10][CH:11]=[C:12]([C:14]2[S:18][C:17]([NH:19][C:20]([NH2:22])=[NH:21])=[N:16][C:15]=2[CH3:23])[N:13]=1)[CH:4]=[CH2:3]. The yield is 0.390.